Task: Predict the reaction yield, written as a fraction of the theoretical maximum amount of product (1.0 means a 100% yield; for example, 0.34 means a 34% yield).. Dataset: Reaction yield outcomes from USPTO patents with 853,638 reactions (1) The reactants are C([NH:8][C@H:9]([C:11](N)=O)[CH3:10])(OC(C)(C)C)=O.F[B-](F)(F)F.C([O+](CC)CC)C.[F:26][C:27]1[CH:28]=[C:29]([NH:34][C:35]2[CH:36]=[N:37][CH:38]=[C:39]([F:41])[CH:40]=2)[C:30]([NH2:33])=[CH:31][CH:32]=1. The catalyst is C(Cl)Cl.CCO. The product is [F:26][C:27]1[CH:32]=[CH:31][C:30]2[N:33]=[C:10]([C@@H:9]([NH2:8])[CH3:11])[N:34]([C:35]3[CH:36]=[N:37][CH:38]=[C:39]([F:41])[CH:40]=3)[C:29]=2[CH:28]=1. The yield is 0.210. (2) The reactants are CC1(C)C(C2C=CC=CC=2)O1.[CH3:12][C:13]([C:17]1[CH:22]=[CH:21][CH:20]=[CH:19][CH:18]=1)([CH3:16])[CH:14]=O.[C:23]1([CH3:32])[CH:28]=[CH:27][C:26]([S@@:29]([NH2:31])=[O:30])=[CH:25][CH:24]=1. The catalyst is C1C=CC=CC=1.[O-]CC.[Ti+4].[O-]CC.[O-]CC.[O-]CC.FC1C(B(C2C(F)=C(F)C(F)=C(F)C=2F)C2C(F)=C(F)C(F)=C(F)C=2F)=C(F)C(F)=C(F)C=1F. The product is [CH3:12][C:13]([C:17]1[CH:22]=[CH:21][CH:20]=[CH:19][CH:18]=1)([CH3:16])[CH:14]=[N:31][S@:29]([C:26]1[CH:27]=[CH:28][C:23]([CH3:32])=[CH:24][CH:25]=1)=[O:30]. The yield is 0.810.